From a dataset of Catalyst prediction with 721,799 reactions and 888 catalyst types from USPTO. Predict which catalyst facilitates the given reaction. (1) Reactant: C(O[C:6]([N:8]1[CH2:13][CH2:12][CH:11]([N:14]2[C:18]3=[N:19][CH:20]=[N:21][C:22]([O:23][C:24]4[CH:29]=[CH:28][C:27]([S:30]([CH3:33])(=[O:32])=[O:31])=[CH:26][CH:25]=4)=[C:17]3[CH:16]=[N:15]2)[CH2:10][CH2:9]1)=O)(C)(C)C.FC(F)(F)C(O)=O.C(Br)[C:42]1[CH:47]=[CH:46][CH:45]=[CH:44][CH:43]=1. Product: [CH2:6]([N:8]1[CH2:9][CH2:10][CH:11]([N:14]2[C:18]3=[N:19][CH:20]=[N:21][C:22]([O:23][C:24]4[CH:25]=[CH:26][C:27]([S:30]([CH3:33])(=[O:32])=[O:31])=[CH:28][CH:29]=4)=[C:17]3[CH:16]=[N:15]2)[CH2:12][CH2:13]1)[C:42]1[CH:47]=[CH:46][CH:45]=[CH:44][CH:43]=1. The catalyst class is: 4. (2) Reactant: [F:1][C:2]1[CH:3]=[C:4]([C:9]2[CH:14]=[CH:13][C:12]([CH2:15][CH2:16][C@@H:17]3[O:26][C@@H:20]4[O:21]C(C)(C)[O:23][C@@H:19]4[C@@H:18]3[CH2:27][CH2:28][N:29]3[C:37](=[O:38])[C:36]4[C:31](=[CH:32][CH:33]=[CH:34][CH:35]=4)[C:30]3=[O:39])=[CH:11][CH:10]=2)[CH:5]=[CH:6][C:7]=1[CH3:8].Cl(O)(=O)(=O)=O. Product: [F:1][C:2]1[CH:3]=[C:4]([C:9]2[CH:14]=[CH:13][C:12]([CH2:15][CH2:16][C@H:17]3[C@@H:18]([CH2:27][CH2:28][N:29]4[C:30](=[O:39])[C:31]5[C:36](=[CH:35][CH:34]=[CH:33][CH:32]=5)[C:37]4=[O:38])[C@@H:19]([OH:23])[C@@H:20]([OH:21])[O:26]3)=[CH:11][CH:10]=2)[CH:5]=[CH:6][C:7]=1[CH3:8]. The catalyst class is: 744. (3) Reactant: Cl[C:2]1[CH:7]=[C:6]([CH3:8])[N:5]=[C:4]([CH3:9])[C:3]=1[C:10]([C:12]1[CH:17]=[CH:16][C:15]([CH3:18])=[CH:14][CH:13]=1)=O.O.[NH2:20][NH2:21]. Product: [CH3:9][C:4]1[C:3]2[C:10]([C:12]3[CH:17]=[CH:16][C:15]([CH3:18])=[CH:14][CH:13]=3)=[N:20][NH:21][C:2]=2[CH:7]=[C:6]([CH3:8])[N:5]=1. The catalyst class is: 212. (4) Reactant: [Br:1][C:2]1[CH:3]=[C:4]([CH:9]2[C:14]([C:15]([O:17]C)=[O:16])=[C:13]([CH3:19])[NH:12][C:11]3[CH2:20][O:21][CH:22]([CH3:25])[C:23](=[O:24])[C:10]2=3)[CH:5]=[CH:6][C:7]=1[F:8].N1C=CC=CC=1.[Br-].[Br-].[Br-].[NH+]1C=CC=CC=1.[NH+]1C=CC=CC=1.[NH+]1C=CC=CC=1.Cl. Product: [Br:1][C:2]1[CH:3]=[C:4]([C@@H:9]2[C:10]3[C:23](=[O:24])[C@@H:22]([CH3:25])[O:21][CH2:20][C:11]=3[NH:12][C:13]3[CH2:19][O:17][C:15](=[O:16])[C:14]2=3)[CH:5]=[CH:6][C:7]=1[F:8]. The catalyst class is: 452. (5) Reactant: [CH2:1]([O:8][C@H:9]([CH3:35])[C@@H:10]([C:31](OC)=[O:32])[NH:11][C:12]([C:25]1[CH:30]=[CH:29][CH:28]=[CH:27][CH:26]=1)([C:19]1[CH:24]=[CH:23][CH:22]=[CH:21][CH:20]=1)[C:13]1[CH:18]=[CH:17][CH:16]=[CH:15][CH:14]=1)[C:2]1[CH:7]=[CH:6][CH:5]=[CH:4][CH:3]=1.[H-].[Al+3].[Li+].[H-].[H-].[H-].O.[OH-].[Na+]. Product: [CH2:1]([O:8][C@H:9]([CH3:35])[C@H:10]([NH:11][C:12]([C:25]1[CH:30]=[CH:29][CH:28]=[CH:27][CH:26]=1)([C:19]1[CH:20]=[CH:21][CH:22]=[CH:23][CH:24]=1)[C:13]1[CH:14]=[CH:15][CH:16]=[CH:17][CH:18]=1)[CH2:31][OH:32])[C:2]1[CH:3]=[CH:4][CH:5]=[CH:6][CH:7]=1. The catalyst class is: 28. (6) Reactant: [CH:1]([NH:4][CH2:5][C:6]1([C:12]2[CH:17]=[CH:16][C:15]([O:18][CH2:19][CH2:20][CH2:21][N:22]3[CH2:26][CH2:25][CH2:24][CH2:23]3)=[CH:14][CH:13]=2)[CH2:11][CH2:10][O:9][CH2:8][CH2:7]1)([CH3:3])[CH3:2].C=O.[CH:29](O)=O.O. Product: [CH:1]([N:4]([CH3:29])[CH2:5][C:6]1([C:12]2[CH:13]=[CH:14][C:15]([O:18][CH2:19][CH2:20][CH2:21][N:22]3[CH2:23][CH2:24][CH2:25][CH2:26]3)=[CH:16][CH:17]=2)[CH2:7][CH2:8][O:9][CH2:10][CH2:11]1)([CH3:3])[CH3:2]. The catalyst class is: 13.